Predict the product of the given reaction. From a dataset of Forward reaction prediction with 1.9M reactions from USPTO patents (1976-2016). (1) Given the reactants [O:1]=[C:2]([CH2:13][CH2:14][CH2:15][CH2:16][CH2:17][CH2:18][CH2:19][CH2:20][CH3:21])/[C:3](/[NH:6][C:7](=[O:12])[O:8][CH2:9][CH:10]=[CH2:11])=[CH:4]/[CH3:5].[CH3:22]ON(C)C(=O)/C(/NC(=O)OCC=C)=C/C, predict the reaction product. The product is: [O:1]=[C:2]([CH2:13][CH2:14][CH2:15][CH2:16][CH2:17][CH2:18][CH2:19][CH2:20][CH2:21][CH3:22])/[C:3](/[NH:6][C:7](=[O:12])[O:8][CH2:9][CH:10]=[CH2:11])=[CH:4]/[CH3:5]. (2) Given the reactants C(OC(=O)[NH:7][C@H:8]([CH2:24][NH2:25])[CH2:9][CH2:10][CH2:11][CH2:12][NH:13][C:14]([O:16][CH2:17][C:18]1[CH:23]=[CH:22][CH:21]=[CH:20][CH:19]=1)=[O:15])(C)(C)C.C(O)(C(F)(F)F)=O, predict the reaction product. The product is: [CH2:17]([O:16][C:14](=[O:15])[NH:13][CH2:12][CH2:11][CH2:10][CH2:9][C@H:8]([NH2:7])[CH2:24][NH2:25])[C:18]1[CH:19]=[CH:20][CH:21]=[CH:22][CH:23]=1. (3) Given the reactants [CH3:1][O:2][C:3]1[CH:8]=[C:7]([O:9][CH3:10])[CH:6]=[CH:5][C:4]=1[CH:11]1[N:16]2[CH:17]=[N:18][CH:19]=[C:15]2[CH2:14][N:13]([CH2:20][C:21]2[CH:26]=[CH:25][C:24]([F:27])=[CH:23][CH:22]=2)[C:12]1=[O:28].[C:29]1(C)C=CC=C[CH:30]=1.[Li+].C[Si]([N-][Si](C)(C)C)(C)C.C(I)C, predict the reaction product. The product is: [CH3:1][O:2][C:3]1[CH:8]=[C:7]([O:9][CH3:10])[CH:6]=[CH:5][C:4]=1[C:11]1([CH2:29][CH3:30])[N:16]2[CH:17]=[N:18][CH:19]=[C:15]2[CH2:14][N:13]([CH2:20][C:21]2[CH:22]=[CH:23][C:24]([F:27])=[CH:25][CH:26]=2)[C:12]1=[O:28]. (4) Given the reactants [CH3:1][O:2][C:3]1[CH:4]=[C:5]2[C:10](=[CH:11][C:12]=1[O:13][CH3:14])[C:9]([CH3:15])=[N:8][C:7]([C:16]1[CH:17]=[C:18]([CH:20]=[CH:21][CH:22]=1)[NH2:19])=[CH:6]2.CCN(CC)CC.[C:30](Cl)(=[O:32])[CH3:31], predict the reaction product. The product is: [CH3:1][O:2][C:3]1[CH:4]=[C:5]2[C:10](=[CH:11][C:12]=1[O:13][CH3:14])[C:9]([CH3:15])=[N:8][C:7]([C:16]1[CH:17]=[C:18]([NH:19][C:30](=[O:32])[CH3:31])[CH:20]=[CH:21][CH:22]=1)=[CH:6]2. (5) The product is: [NH3:8].[CH2:14]([O:13][C@@H:10]1[CH2:11][CH2:12][N:8]([C:1]([O:3][C:4]([CH3:7])([CH3:6])[CH3:5])=[O:2])[CH2:9]1)[C:15]1[CH:20]=[CH:19][CH:18]=[CH:17][CH:16]=1. Given the reactants [C:1]([N:8]1[CH2:12][CH2:11][C@@H:10]([OH:13])[CH2:9]1)([O:3][C:4]([CH3:7])([CH3:6])[CH3:5])=[O:2].[CH2:14](Br)[C:15]1[CH:20]=[CH:19][CH:18]=[CH:17][CH:16]=1, predict the reaction product. (6) The product is: [Br:22][C:23]1[CH:28]=[CH:27][N:26]2[C:29]([C:32]([NH:20][C:15]3[CH:16]=[CH:17][CH:18]=[C:19]4[C:14]=3[C:13]([CH3:21])=[N:12][N:11]4[CH2:10][C:8]3[CH:7]=[CH:6][CH:5]=[C:4]([CH3:1])[N:9]=3)=[O:33])=[CH:30][N:31]=[C:25]2[CH:24]=1. Given the reactants [CH:1]([C:4]1[N:9]=[C:8]([CH2:10][N:11]2[C:19]3[CH:18]=[CH:17][CH:16]=[C:15]([NH2:20])[C:14]=3[C:13]([CH3:21])=[N:12]2)[CH:7]=[CH:6][CH:5]=1)(C)C.[Br:22][C:23]1[CH:28]=[CH:27][N:26]2[C:29]([C:32](OC)=[O:33])=[CH:30][N:31]=[C:25]2[CH:24]=1.FC1C=CN2C(C(OCC)=O)=CN=C2C=1, predict the reaction product. (7) Given the reactants Cl[C:2]1[CH:7]=[C:6]([NH2:8])[C:5]([C:9]2[CH:14]=[CH:13][C:12]([O:15][CH3:16])=[C:11]([F:17])[CH:10]=2)=[CH:4][N:3]=1.[NH:18]1[CH2:23][CH2:22][O:21][CH2:20][CH2:19]1.C1(P(C2CCCCC2)C2C=CC=CC=2C2C(C(C)C)=CC(C(C)C)=CC=2C(C)C)CCCCC1.C[Si]([N-][Si](C)(C)C)(C)C.[Li+], predict the reaction product. The product is: [F:17][C:11]1[CH:10]=[C:9]([C:5]2[C:6]([NH2:8])=[CH:7][C:2]([N:18]3[CH2:23][CH2:22][O:21][CH2:20][CH2:19]3)=[N:3][CH:4]=2)[CH:14]=[CH:13][C:12]=1[O:15][CH3:16]. (8) Given the reactants [C:1]1([N:7]2[C:11]3=[N:12][CH:13]=[N:14][C:15]([NH:16][N:17]=[CH:18][C:19]4[CH:24]=[CH:23][C:22]([Cl:25])=[N:21][CH:20]=4)=[C:10]3[CH:9]=[N:8]2)[CH:6]=[CH:5][CH:4]=[CH:3][CH:2]=1.[CH3:26][N:27]([CH3:31])[CH2:28][CH2:29][NH2:30].C(N(C(C)C)CC)(C)C.Cl, predict the reaction product. The product is: [ClH:25].[C:1]1([N:7]2[C:11]3=[N:12][CH:13]=[N:14][C:15]([NH:16][N:17]=[CH:18][C:19]4[CH:24]=[CH:23][C:22]([NH:30][CH2:29][CH2:28][N:27]([CH3:31])[CH3:26])=[N:21][CH:20]=4)=[C:10]3[CH:9]=[N:8]2)[CH:6]=[CH:5][CH:4]=[CH:3][CH:2]=1. (9) Given the reactants [CH3:1][O:2][C:3]([C:5]1[S:13][C:12]2[C:11](=[O:14])[N:10](CC3C=CC=CC=3)[C:9](=[O:22])[N:8]([CH3:23])[C:7]=2[CH:6]=1)=[O:4].[Cl-].[Al+3].[Cl-].[Cl-].C(OCC)C, predict the reaction product. The product is: [CH3:1][O:2][C:3]([C:5]1[S:13][C:12]2[C:11](=[O:14])[NH:10][C:9](=[O:22])[N:8]([CH3:23])[C:7]=2[CH:6]=1)=[O:4]. (10) The product is: [C:10]1([CH:16]([CH2:20][CH3:21])[C:17]([O:19][CH2:8][CH2:7][C:1]2[CH:6]=[CH:5][CH:4]=[CH:3][CH:2]=2)=[O:18])[CH:15]=[CH:14][CH:13]=[CH:12][CH:11]=1. Given the reactants [C:1]1([CH2:7][CH2:8]O)[CH:6]=[CH:5][CH:4]=[CH:3][CH:2]=1.[C:10]1([CH:16]([CH2:20][CH3:21])[C:17]([OH:19])=[O:18])[CH:15]=[CH:14][CH:13]=[CH:12][CH:11]=1.[OH-].[K+], predict the reaction product.